Dataset: Reaction yield outcomes from USPTO patents with 853,638 reactions. Task: Predict the reaction yield, written as a fraction of the theoretical maximum amount of product (1.0 means a 100% yield; for example, 0.34 means a 34% yield). (1) The reactants are [F:1][C:2]1[C:30]([NH:31][S:32]([CH2:35][CH2:36][CH3:37])(=[O:34])=[O:33])=[CH:29][CH:28]=[C:27]([F:38])[C:3]=1[C:4]([NH:6][C:7]1[CH:8]=[C:9]2[C:15]([O:16][CH3:17])=[N:14][N:13](CC3C=CC(OC)=CC=3)[C:10]2=[N:11][CH:12]=1)=[O:5]. The catalyst is C(O)(C(F)(F)F)=O. The product is [F:1][C:2]1[C:30]([NH:31][S:32]([CH2:35][CH2:36][CH3:37])(=[O:34])=[O:33])=[CH:29][CH:28]=[C:27]([F:38])[C:3]=1[C:4]([NH:6][C:7]1[CH:8]=[C:9]2[C:15]([O:16][CH3:17])=[N:14][NH:13][C:10]2=[N:11][CH:12]=1)=[O:5]. The yield is 0.900. (2) The reactants are [CH3:1][C:2]([CH3:17])([O:4][C:5]([NH:7][N:8]1[CH2:13][CH2:12][CH:11]([C:14]([OH:16])=[O:15])[CH2:10][CH2:9]1)=[O:6])[CH3:3].C(=O)([O-])[O-].[Cs+].[Cs+].[CH2:24](Br)[C:25]1[CH:30]=[CH:29][CH:28]=[CH:27][CH:26]=1. The catalyst is CO.O. The product is [CH2:24]([O:15][C:14]([CH:11]1[CH2:12][CH2:13][N:8]([NH:7][C:5]([O:4][C:2]([CH3:17])([CH3:1])[CH3:3])=[O:6])[CH2:9][CH2:10]1)=[O:16])[C:25]1[CH:30]=[CH:29][CH:28]=[CH:27][CH:26]=1. The yield is 0.950. (3) The catalyst is CN(C=O)C.O. The yield is 0.770. The reactants are [OH:1][C:2]1[CH:3]=[CH:4][C:5]([N+:12]([O-:14])=[O:13])=[C:6]([CH:11]=1)[C:7]([O:9][CH3:10])=[O:8].C(=O)([O-])[O-].[K+].[K+].Br[CH2:22][CH2:23][O:24][CH3:25]. The product is [CH3:25][O:24][CH2:23][CH2:22][O:1][C:2]1[CH:3]=[CH:4][C:5]([N+:12]([O-:14])=[O:13])=[C:6]([CH:11]=1)[C:7]([O:9][CH3:10])=[O:8]. (4) The reactants are [N+:1]([C:4]1[CH:9]=[CH:8][C:7]([C:10]2[CH:15]=[CH:14][C:13]([C:16]([OH:18])=O)=[CH:12][CH:11]=2)=[CH:6][CH:5]=1)([O-:3])=[O:2].C(Cl)(=O)C(Cl)=O.Cl.[CH3:26][C:27]([C:30]([O:32][CH3:33])=[O:31])([CH3:29])[NH2:28].C(N(CC)CC)C. The catalyst is C(Cl)Cl.CN(C)C=O. The product is [CH3:26][C:27]([C:30]([O:32][CH3:33])=[O:31])([CH3:29])[NH:28][C:16]([C:13]1[CH:12]=[CH:11][C:10]([C:7]2[CH:6]=[CH:5][C:4]([N+:1]([O-:3])=[O:2])=[CH:9][CH:8]=2)=[CH:15][CH:14]=1)=[O:18]. The yield is 0.950.